Task: Predict which catalyst facilitates the given reaction.. Dataset: Catalyst prediction with 721,799 reactions and 888 catalyst types from USPTO (1) Reactant: [Cl:1][C:2]1[N:11]=[C:10](Cl)[C:9]2[C:4](=[CH:5][C:6]([C:13]([F:16])([F:15])[F:14])=[CH:7][CH:8]=2)[N:3]=1.[C:17]([O:21][C:22](=[O:27])[NH:23][CH2:24][CH2:25][NH2:26])([CH3:20])([CH3:19])[CH3:18].C(N(C(C)C)CC)(C)C.O. Product: [C:17]([O:21][C:22](=[O:27])[NH:23][CH2:24][CH2:25][NH:26][C:10]1[C:9]2[C:4](=[CH:5][C:6]([C:13]([F:16])([F:15])[F:14])=[CH:7][CH:8]=2)[N:3]=[C:2]([Cl:1])[N:11]=1)([CH3:20])([CH3:18])[CH3:19]. The catalyst class is: 80. (2) Reactant: [Br:1][C:2]1[CH:8]=[C:7]([CH3:9])[C:5]([NH2:6])=[C:4]([CH3:10])[CH:3]=1.[Li]CCCC.Cl[Si:17]([CH3:28])([CH3:27])[CH:18]1[C:22]([CH3:23])=[C:21]([CH3:24])[C:20]([CH3:25])=[C:19]1[CH3:26]. Product: [Br:1][C:2]1[CH:8]=[C:7]([CH3:9])[C:5]([NH:6][Si:17]([CH3:27])([CH3:28])[CH:18]2[C:22]([CH3:23])=[C:21]([CH3:24])[C:20]([CH3:25])=[C:19]2[CH3:26])=[C:4]([CH3:10])[CH:3]=1. The catalyst class is: 1. (3) Reactant: [F:1][C:2]1[C:7]([F:8])=[CH:6][CH:5]=[CH:4][C:3]=1[CH2:9][C:10](O)=[O:11].CO. The catalyst class is: 1. Product: [F:1][C:2]1[C:7]([F:8])=[CH:6][CH:5]=[CH:4][C:3]=1[CH2:9][CH2:10][OH:11]. (4) Reactant: [Br:1][C:2]1[C:3](=[O:30])[N:4]([CH2:19][C:20]2[CH:21]=[N:22][C:23](S(C)(=O)=O)=[N:24][CH:25]=2)[C:5]([CH3:18])=[CH:6][C:7]=1[O:8][CH2:9][C:10]1[CH:15]=[CH:14][C:13]([F:16])=[CH:12][C:11]=1[F:17].[C-:31]#[N:32].[Na+]. Product: [Br:1][C:2]1[C:3](=[O:30])[N:4]([CH2:19][C:20]2[CH:21]=[N:22][C:23]([C:31]#[N:32])=[N:24][CH:25]=2)[C:5]([CH3:18])=[CH:6][C:7]=1[O:8][CH2:9][C:10]1[CH:15]=[CH:14][C:13]([F:16])=[CH:12][C:11]=1[F:17]. The catalyst class is: 3. (5) Reactant: [CH2:1]([C@H:3]1[CH2:8][CH2:7][C@H:6]([CH:9]2[CH2:18][CH2:17][C:16]3[C:11](=[C:12]([F:21])[C:13]([F:20])=[C:14]([OH:19])[CH:15]=3)[O:10]2)[CH2:5][CH2:4]1)[CH3:2].I[CH2:23][CH3:24].C(=O)([O-])[O-].[K+].[K+].Cl. Product: [CH2:23]([O:19][C:14]1[CH:15]=[C:16]2[C:11](=[C:12]([F:21])[C:13]=1[F:20])[O:10][CH:9]([C@H:6]1[CH2:5][CH2:4][C@H:3]([CH2:1][CH3:2])[CH2:8][CH2:7]1)[CH2:18][CH2:17]2)[CH3:24]. The catalyst class is: 3.